This data is from Catalyst prediction with 721,799 reactions and 888 catalyst types from USPTO. The task is: Predict which catalyst facilitates the given reaction. Reactant: [C:1]([C@@H:4]([NH:12][C:13](=[O:22])[O:14]CC1C=CN=CC=1)[CH2:5][C:6]1[CH:11]=[CH:10][CH:9]=[CH:8][CH:7]=1)([OH:3])=O.[CH3:23]CN(C(C)C)C(C)C.CN(C(ON1N=[N:48][C:42]2[CH:43]=[CH:44][C:45](=[CH:47]C1=2)[Cl:46])=[N+](C)C)C.F[P-](F)(F)(F)(F)F.[NH:57]1[CH2:62][CH2:61][O:60][CH2:59][CH2:58]1.Cl.CCOCC. Product: [ClH:46].[N:48]1[CH:42]=[CH:43][C:44]([CH2:23][N:12]([C@@H:4]([CH2:5][C:6]2[CH:7]=[CH:8][CH:9]=[CH:10][CH:11]=2)[C:1]([N:57]2[CH2:62][CH2:61][O:60][CH2:59][CH2:58]2)=[O:3])[C:13](=[O:22])[OH:14])=[CH:45][CH:47]=1. The catalyst class is: 618.